This data is from Catalyst prediction with 721,799 reactions and 888 catalyst types from USPTO. The task is: Predict which catalyst facilitates the given reaction. (1) Reactant: [CH3:1][O:2][C:3]1[N:8]=[CH:7][C:6]([C:9]2[CH:15]=[CH:14][C:13]([N:16]3[CH2:21][CH2:20][O:19][CH2:18][CH2:17]3)=[CH:12][C:10]=2[NH2:11])=[CH:5][CH:4]=1.Cl[C:23]1[C:32]2[C:27](=[CH:28][C:29]([F:34])=[CH:30][C:31]=2[F:33])[N:26]=[C:25]([C:35]2[CH:40]=[C:39]([CH3:41])[CH:38]=[CH:37][N:36]=2)[C:24]=1[CH3:42].C1(P(C2CCCCC2)C2(C(C)C)CC(C(C)C)=CC(C(C)C)=C2C2C=CC=CC=2)CCCCC1.CC(C1C=C(C(C)C)C(C2C=CC=CC=2P(C2CCCCC2)C2CCCCC2)=C(C(C)C)C=1)C.CC(C)([O-])C.[Na+]. Product: [F:33][C:31]1[CH:30]=[C:29]([F:34])[CH:28]=[C:27]2[C:32]=1[C:23]([NH:11][C:10]1[CH:12]=[C:13]([N:16]3[CH2:21][CH2:20][O:19][CH2:18][CH2:17]3)[CH:14]=[CH:15][C:9]=1[C:6]1[CH:7]=[N:8][C:3]([O:2][CH3:1])=[CH:4][CH:5]=1)=[C:24]([CH3:42])[C:25]([C:35]1[CH:40]=[C:39]([CH3:41])[CH:38]=[CH:37][N:36]=1)=[N:26]2. The catalyst class is: 491. (2) Reactant: [C:1]([O:5][C:6]([N:8]1[CH2:13][CH2:12][O:11][C@@H:10]([C:14]([OH:16])=O)[CH2:9]1)=[O:7])([CH3:4])([CH3:3])[CH3:2].CCN(C(C)C)C(C)C.CN([C:29]([O:33][N:34]1N=NC2C=CC=C[C:35]1=2)=[N+](C)C)C.F[P-](F)(F)(F)(F)F.C1C=CC2N(O)N=NC=2C=1.CONC.Cl. Product: [CH3:29][O:33][N:34]([CH3:35])[C:14]([C@@H:10]1[O:11][CH2:12][CH2:13][N:8]([C:6]([O:5][C:1]([CH3:2])([CH3:3])[CH3:4])=[O:7])[CH2:9]1)=[O:16]. The catalyst class is: 18. (3) Reactant: [Cl:1][CH2:2][CH2:3][CH2:4][NH:5][C:6]1[C:14]([N+:15]([O-:17])=[O:16])=[C:13]([O:18][CH3:19])[CH:12]=[CH:11][C:7]=1[C:8]([OH:10])=[O:9].[C:20](=O)([O-])[O-].[K+].[K+].IC.O. Product: [Cl:1][CH2:2][CH2:3][CH2:4][NH:5][C:6]1[C:14]([N+:15]([O-:17])=[O:16])=[C:13]([O:18][CH3:19])[CH:12]=[CH:11][C:7]=1[C:8]([O:10][CH3:20])=[O:9]. The catalyst class is: 9. (4) The catalyst class is: 1. Reactant: [C:1]1([C:7]2[S:11][C:10]([NH:12][C:13]3[O:14][C@:15]4([CH2:23][N:24]=3)[CH:20]3[CH2:21][CH2:22][N:17]([CH2:18][CH2:19]3)[CH2:16]4)=[N:9][CH:8]=2)[CH:6]=[CH:5][CH:4]=[CH:3][CH:2]=1.C1C=C(Cl)C=C(C(OO)=[O:33])C=1. Product: [C:1]1([C:7]2[S:11][C:10]([NH:12][C:13]3[O:14][C@:15]4([CH2:23][N:24]=3)[CH:20]3[CH2:19][CH2:18][N+:17]([O-:33])([CH2:22][CH2:21]3)[CH2:16]4)=[N:9][CH:8]=2)[CH:2]=[CH:3][CH:4]=[CH:5][CH:6]=1. (5) Reactant: [Cl:1][C:2]1[CH:7]=[C:6]([Cl:8])[CH:5]=[CH:4][C:3]=1[NH:9][C:10](=[O:36])[CH2:11][N:12]([CH2:19][C:20]1[CH:34]=[CH:33][C:23]([O:24][CH2:25][C:26]([O:28]C(C)(C)C)=[O:27])=[C:22]([CH3:35])[CH:21]=1)[CH:13]1[CH2:18][CH2:17][CH2:16][CH2:15][CH2:14]1.FC(F)(F)C(O)=O. Product: [Cl:1][C:2]1[CH:7]=[C:6]([Cl:8])[CH:5]=[CH:4][C:3]=1[NH:9][C:10](=[O:36])[CH2:11][N:12]([CH2:19][C:20]1[CH:34]=[CH:33][C:23]([O:24][CH2:25][C:26]([OH:28])=[O:27])=[C:22]([CH3:35])[CH:21]=1)[CH:13]1[CH2:14][CH2:15][CH2:16][CH2:17][CH2:18]1. The catalyst class is: 426. (6) Reactant: [I-].[CH3:2][P+](C1C=CC=CC=1)(C1C=CC=CC=1)C1C=CC=CC=1.CC(C)([O-])C.[K+].O=[C:29]1[CH2:34][CH2:33][CH2:32][N:31]([C:35]([O:37][C:38]([CH3:41])([CH3:40])[CH3:39])=[O:36])[CH2:30]1. Product: [CH2:2]=[C:29]1[CH2:34][CH2:33][CH2:32][N:31]([C:35]([O:37][C:38]([CH3:41])([CH3:40])[CH3:39])=[O:36])[CH2:30]1. The catalyst class is: 1.